Dataset: Forward reaction prediction with 1.9M reactions from USPTO patents (1976-2016). Task: Predict the product of the given reaction. Given the reactants Cl[C:2]1[N:7]=[N:6][C:5]([O:8][CH:9]2[CH2:14][CH2:13][O:12][CH2:11][CH2:10]2)=[C:4]([N:15]2[CH2:20][CH2:19][O:18][CH2:17][CH2:16]2)[CH:3]=1.[CH3:21][C:22]1[CH:28]=[CH:27][C:25]([NH2:26])=[CH:24][C:23]=1B1OC(C)(C)C(C)(C)O1.C([O-])([O-])=O.[Na+].[Na+].C(Cl)Cl, predict the reaction product. The product is: [CH3:21][C:22]1[CH:28]=[CH:27][C:25]([NH2:26])=[CH:24][C:23]=1[C:2]1[N:7]=[N:6][C:5]([O:8][CH:9]2[CH2:14][CH2:13][O:12][CH2:11][CH2:10]2)=[C:4]([N:15]2[CH2:20][CH2:19][O:18][CH2:17][CH2:16]2)[CH:3]=1.